This data is from Forward reaction prediction with 1.9M reactions from USPTO patents (1976-2016). The task is: Predict the product of the given reaction. (1) Given the reactants [CH3:1][C:2]1[CH2:3][C:4]2[C:9]([CH:10]=1)=[CH:8][CH:7]=[CH:6][CH:5]=2.C([Li])CCC.[CH3:16][C:17]1[S:21][C:20]2[CH:22]([CH2:29][CH2:30]OS(C(F)(F)F)(=O)=O)[C:23]3[S:24][C:25]([CH3:28])=[CH:26][C:27]=3[C:19]=2[CH:18]=1, predict the reaction product. The product is: [CH3:1][C:2]1[CH:10]([CH2:30][CH2:29][C:22]2[C:20]3[S:21][C:17]([CH3:16])=[CH:18][C:19]=3[C:27]3[C:23]=2[S:24][CH:25]([CH3:28])[CH:26]=3)[C:9]2[C:4]([CH:3]=1)=[CH:5][CH:6]=[CH:7][CH:8]=2. (2) Given the reactants [Br:1][C:2]1[CH:3]=[CH:4][C:5]([O:15]C)=[C:6]([S:8]([NH:11][CH2:12][CH2:13][Cl:14])(=[O:10])=[O:9])[CH:7]=1.B(Br)(Br)Br, predict the reaction product. The product is: [Br:1][C:2]1[CH:3]=[CH:4][C:5]([OH:15])=[C:6]([S:8]([NH:11][CH2:12][CH2:13][Cl:14])(=[O:10])=[O:9])[CH:7]=1. (3) Given the reactants [CH2:1]([O:3][C:4](=[O:44])[CH2:5][C:6]1[C:7]([C:12]#[C:13][C:14]2[C:19]([C:20]([F:23])([F:22])[F:21])=[CH:18][N:17]=[C:16]([NH:24][C:25]3[CH:30]=[CH:29][C:28]([CH:31]4[CH2:36][CH2:35][N:34]([C:37]([O:39][C:40]([CH3:43])([CH3:42])[CH3:41])=[O:38])[CH2:33][CH2:32]4)=[CH:27][CH:26]=3)[N:15]=2)=[N:8][CH:9]=[CH:10][N:11]=1)[CH3:2].C(N(CC)CC)C, predict the reaction product. The product is: [CH2:1]([O:3][C:4](=[O:44])[CH2:5][C:6]1[C:7]([CH2:12][CH2:13][C:14]2[C:19]([C:20]([F:23])([F:21])[F:22])=[CH:18][N:17]=[C:16]([NH:24][C:25]3[CH:30]=[CH:29][C:28]([CH:31]4[CH2:32][CH2:33][N:34]([C:37]([O:39][C:40]([CH3:43])([CH3:42])[CH3:41])=[O:38])[CH2:35][CH2:36]4)=[CH:27][CH:26]=3)[N:15]=2)=[N:8][CH:9]=[CH:10][N:11]=1)[CH3:2]. (4) Given the reactants Cl.[NH2:2][C:3]1[CH:4]=[C:5]([CH:21]=[CH:22][CH:23]=1)[CH2:6][NH:7][C:8]1[C:17]2[C:12](=[C:13]([C:18]([NH2:20])=[O:19])[CH:14]=[CH:15][CH:16]=2)[N:11]=[CH:10][N:9]=1.Cl[C:25]1[CH:34]=[CH:33][C:32]2[C:27](=[CH:28][CH:29]=[CH:30][CH:31]=2)[N:26]=1, predict the reaction product. The product is: [N:26]1[C:27]2[C:32](=[CH:31][CH:30]=[CH:29][CH:28]=2)[CH:33]=[CH:34][C:25]=1[NH:2][C:3]1[CH:4]=[C:5]([CH:21]=[CH:22][CH:23]=1)[CH2:6][NH:7][C:8]1[C:17]2[C:12](=[C:13]([C:18]([NH2:20])=[O:19])[CH:14]=[CH:15][CH:16]=2)[N:11]=[CH:10][N:9]=1. (5) Given the reactants CN(C=O)C.[O:6]=[CH:7][C@@H:8]([C@H:10]([C@@H:12]([C@@H:14]([CH2:16][OH:17])[OH:15])[OH:13])[OH:11])[OH:9].[C:18]([Si:22](Cl)([C:29]1[CH:34]=[CH:33][CH:32]=[CH:31][CH:30]=1)[C:23]1[CH:28]=[CH:27][CH:26]=[CH:25][CH:24]=1)([CH3:21])([CH3:20])[CH3:19], predict the reaction product. The product is: [Si:22]([O:6][CH2:7][C@@H:8]([OH:9])[C@@H:10]([OH:11])[C@H:12]([OH:13])[C@@H:14]([OH:15])[CH:16]=[O:17])([C:18]([CH3:21])([CH3:20])[CH3:19])([C:29]1[CH:30]=[CH:31][CH:32]=[CH:33][CH:34]=1)[C:23]1[CH:28]=[CH:27][CH:26]=[CH:25][CH:24]=1.